This data is from NCI-60 drug combinations with 297,098 pairs across 59 cell lines. The task is: Regression. Given two drug SMILES strings and cell line genomic features, predict the synergy score measuring deviation from expected non-interaction effect. (1) Drug 1: CN1CCC(CC1)COC2=C(C=C3C(=C2)N=CN=C3NC4=C(C=C(C=C4)Br)F)OC. Drug 2: C1=NNC2=C1C(=O)NC=N2. Cell line: A498. Synergy scores: CSS=14.6, Synergy_ZIP=-2.00, Synergy_Bliss=0.326, Synergy_Loewe=-7.25, Synergy_HSA=0.634. (2) Drug 1: CS(=O)(=O)C1=CC(=C(C=C1)C(=O)NC2=CC(=C(C=C2)Cl)C3=CC=CC=N3)Cl. Synergy scores: CSS=18.1, Synergy_ZIP=-6.85, Synergy_Bliss=-4.64, Synergy_Loewe=-3.94, Synergy_HSA=-2.33. Cell line: KM12. Drug 2: CC1CCC2CC(C(=CC=CC=CC(CC(C(=O)C(C(C(=CC(C(=O)CC(OC(=O)C3CCCCN3C(=O)C(=O)C1(O2)O)C(C)CC4CCC(C(C4)OC)OCCO)C)C)O)OC)C)C)C)OC. (3) Drug 1: CC12CCC(CC1=CCC3C2CCC4(C3CC=C4C5=CN=CC=C5)C)O. Drug 2: CC1=C2C(C(=O)C3(C(CC4C(C3C(C(C2(C)C)(CC1OC(=O)C(C(C5=CC=CC=C5)NC(=O)OC(C)(C)C)O)O)OC(=O)C6=CC=CC=C6)(CO4)OC(=O)C)OC)C)OC. Cell line: OVCAR-5. Synergy scores: CSS=54.9, Synergy_ZIP=7.24, Synergy_Bliss=6.99, Synergy_Loewe=-6.26, Synergy_HSA=8.14. (4) Drug 1: CS(=O)(=O)C1=CC(=C(C=C1)C(=O)NC2=CC(=C(C=C2)Cl)C3=CC=CC=N3)Cl. Drug 2: CCC1(CC2CC(C3=C(CCN(C2)C1)C4=CC=CC=C4N3)(C5=C(C=C6C(=C5)C78CCN9C7C(C=CC9)(C(C(C8N6C=O)(C(=O)OC)O)OC(=O)C)CC)OC)C(=O)OC)O.OS(=O)(=O)O. Cell line: 786-0. Synergy scores: CSS=32.4, Synergy_ZIP=5.33, Synergy_Bliss=14.6, Synergy_Loewe=12.3, Synergy_HSA=15.1. (5) Drug 1: CS(=O)(=O)CCNCC1=CC=C(O1)C2=CC3=C(C=C2)N=CN=C3NC4=CC(=C(C=C4)OCC5=CC(=CC=C5)F)Cl. Drug 2: CC1C(C(CC(O1)OC2CC(CC3=C2C(=C4C(=C3O)C(=O)C5=CC=CC=C5C4=O)O)(C(=O)C)O)N)O. Cell line: DU-145. Synergy scores: CSS=45.0, Synergy_ZIP=4.23, Synergy_Bliss=3.88, Synergy_Loewe=-12.7, Synergy_HSA=4.58. (6) Drug 1: C1CNP(=O)(OC1)N(CCCl)CCCl. Drug 2: CC12CCC3C(C1CCC2OP(=O)(O)O)CCC4=C3C=CC(=C4)OC(=O)N(CCCl)CCCl.[Na+]. Cell line: A498. Synergy scores: CSS=-19.6, Synergy_ZIP=13.2, Synergy_Bliss=5.55, Synergy_Loewe=-24.9, Synergy_HSA=-23.3. (7) Drug 1: CC=C1C(=O)NC(C(=O)OC2CC(=O)NC(C(=O)NC(CSSCCC=C2)C(=O)N1)C(C)C)C(C)C. Drug 2: C(CN)CNCCSP(=O)(O)O. Cell line: MOLT-4. Synergy scores: CSS=31.5, Synergy_ZIP=0.321, Synergy_Bliss=-1.52, Synergy_Loewe=-45.3, Synergy_HSA=-5.26. (8) Drug 1: CC1C(C(CC(O1)OC2CC(CC3=C2C(=C4C(=C3O)C(=O)C5=C(C4=O)C(=CC=C5)OC)O)(C(=O)C)O)N)O.Cl. Drug 2: C1=C(C(=O)NC(=O)N1)F. Cell line: SN12C. Synergy scores: CSS=36.5, Synergy_ZIP=0.884, Synergy_Bliss=1.87, Synergy_Loewe=5.45, Synergy_HSA=5.92.